The task is: Predict which catalyst facilitates the given reaction.. This data is from Catalyst prediction with 721,799 reactions and 888 catalyst types from USPTO. (1) Reactant: [C:1]1([NH:7][C:8]2[CH:13]=[CH:12][CH:11]=[CH:10][C:9]=2[NH2:14])[CH:6]=[CH:5][CH:4]=[CH:3][CH:2]=1.[Br:15][C:16]1[CH:23]=[CH:22][C:19]([CH:20]=O)=[CH:18][CH:17]=1.CC1C=CC(S(O)(=O)=O)=CC=1. Product: [Br:15][C:16]1[CH:23]=[CH:22][C:19]([C:20]2[N:7]([C:1]3[CH:2]=[CH:3][CH:4]=[CH:5][CH:6]=3)[C:8]3[CH:13]=[CH:12][CH:11]=[CH:10][C:9]=3[N:14]=2)=[CH:18][CH:17]=1. The catalyst class is: 11. (2) Reactant: Br[CH:2]([C:4]1[CH:5]=[CH:6][C:7]([F:10])=[N:8][CH:9]=1)[CH3:3].C(#N)C.[C:14]([N:21]1[CH2:26][CH2:25][NH:24][C@H:23]([CH3:27])[CH2:22]1)([O:16][C:17]([CH3:20])([CH3:19])[CH3:18])=[O:15].C(=O)([O-])[O-].[K+].[K+].[I-].[K+]. Product: [F:10][C:7]1[N:8]=[CH:9][C:4]([CH:2]([N:24]2[CH2:25][CH2:26][N:21]([C:14]([O:16][C:17]([CH3:20])([CH3:19])[CH3:18])=[O:15])[CH2:22][C@H:23]2[CH3:27])[CH3:3])=[CH:5][CH:6]=1. The catalyst class is: 232. (3) Reactant: [CH3:1][C:2]1[CH:3]=[CH:4][C:5]([O:11][CH3:12])=[C:6](B(O)O)[CH:7]=1.Br[C:14]1[CH:15]=[C:16]([CH:19]=[CH:20][CH:21]=1)[C:17]#[N:18].C(=O)([O-])[O-].[Na+].[Na+]. Product: [CH3:12][O:11][C:5]1[CH:4]=[CH:3][C:2]([CH3:1])=[CH:7][C:6]=1[C:14]1[CH:21]=[CH:20][CH:19]=[C:16]([C:17]#[N:18])[CH:15]=1. The catalyst class is: 234. (4) Reactant: [N:1]1([C:5]([C:7]2[CH:36]=[CH:35][C:10]([O:11][C:12]3[CH:13]=[C:14]([C:24]4[NH:28][C:27]([C:29]([NH:31][CH2:32][CH2:33]Cl)=[O:30])=[CH:26][CH:25]=4)[CH:15]=[C:16]([O:18][C@@H:19]([CH3:23])[CH2:20][O:21][CH3:22])[CH:17]=3)=[C:9]([F:37])[CH:8]=2)=[O:6])[CH2:4][CH2:3][CH2:2]1.[H-].[Na+].C(=O)([O-])O.[Na+]. Product: [N:1]1([C:5]([C:7]2[CH:36]=[CH:35][C:10]([O:11][C:12]3[CH:13]=[C:14]([C:24]4[NH:28][C:27]([C:29]5[O:30][CH2:33][CH2:32][N:31]=5)=[CH:26][CH:25]=4)[CH:15]=[C:16]([O:18][C@@H:19]([CH3:23])[CH2:20][O:21][CH3:22])[CH:17]=3)=[C:9]([F:37])[CH:8]=2)=[O:6])[CH2:4][CH2:3][CH2:2]1. The catalyst class is: 7. (5) Reactant: [F:1][C:2]([F:37])([F:36])[C:3]1[CH:4]=[C:5]([C:13]([N:15]2[C@H:20]([CH2:21][C:22]3[C:30]4[C:25](=[CH:26][CH:27]=[CH:28][CH:29]=4)[NH:24][CH:23]=3)[CH2:19][N:18]3[CH2:31][CH:32](Br)[CH2:33][CH2:34][C@@H:17]3[CH2:16]2)=[O:14])[CH:6]=[C:7]([C:9]([F:12])([F:11])[F:10])[CH:8]=1.[NH:38]1[CH2:43][CH2:42][O:41][CH2:40][CH2:39]1. Product: [F:1][C:2]([F:37])([F:36])[C:3]1[CH:4]=[C:5]([C:13]([N:15]2[C@H:20]([CH2:21][C:22]3[C:30]4[C:25](=[CH:26][CH:27]=[CH:28][CH:29]=4)[NH:24][CH:23]=3)[CH2:19][N:18]3[CH2:31][C@H:32]([N:38]4[CH2:43][CH2:42][O:41][CH2:40][CH2:39]4)[CH2:33][CH2:34][C@@H:17]3[CH2:16]2)=[O:14])[CH:6]=[C:7]([C:9]([F:12])([F:11])[F:10])[CH:8]=1.[F:1][C:2]([F:37])([F:36])[C:3]1[CH:4]=[C:5]([C:13]([N:15]2[C@H:20]([CH2:21][C:22]3[C:30]4[C:25](=[CH:26][CH:27]=[CH:28][CH:29]=4)[NH:24][CH:23]=3)[CH2:19][N:18]3[CH2:31][C@@H:32]([N:38]4[CH2:43][CH2:42][O:41][CH2:40][CH2:39]4)[CH2:33][CH2:34][C@@H:17]3[CH2:16]2)=[O:14])[CH:6]=[C:7]([C:9]([F:12])([F:11])[F:10])[CH:8]=1. The catalyst class is: 10. (6) Reactant: CC(OI1(OC(C)=O)(OC(C)=O)OC(=O)C2C=CC=CC1=2)=O.[CH3:23][C@H:24]1[CH2:29][CH2:28][C@H:27]([CH2:30][OH:31])[CH2:26][CH2:25]1.C([O-])(O)=O.[Na+].[O-]S([O-])(=S)=O.[Na+].[Na+]. Product: [CH3:23][C@H:24]1[CH2:29][CH2:28][C@H:27]([CH:30]=[O:31])[CH2:26][CH2:25]1. The catalyst class is: 2. (7) Reactant: [Cl:1][C:2]1[CH:7]=[CH:6][C:5]([C:8]2[C:12]([CH3:13])=[CH:11][NH:10][C:9]=2[C:14]([O:16][CH2:17][CH3:18])=[O:15])=[CH:4][CH:3]=1.[H-].[Na+].[CH2:21](Br)[C:22]1[CH:27]=[CH:26][CH:25]=[CH:24][CH:23]=1.CCOC(C)=O. Product: [CH2:21]([N:10]1[CH:11]=[C:12]([CH3:13])[C:8]([C:5]2[CH:6]=[CH:7][C:2]([Cl:1])=[CH:3][CH:4]=2)=[C:9]1[C:14]([O:16][CH2:17][CH3:18])=[O:15])[C:22]1[CH:27]=[CH:26][CH:25]=[CH:24][CH:23]=1. The catalyst class is: 163. (8) Reactant: [CH3:1][C:2]1[O:6][N:5]=[C:4]([C:7]2[CH:12]=[CH:11][CH:10]=[CH:9][CH:8]=2)[C:3]=1[C:13]1[CH:14]=[C:15]([NH2:19])[CH:16]=[CH:17][CH:18]=1.[C:20](O[C:20]([O:22][C:23]([CH3:26])([CH3:25])[CH3:24])=[O:21])([O:22][C:23]([CH3:26])([CH3:25])[CH3:24])=[O:21].C(O)(=O)CC(CC(O)=O)(C(O)=O)O. Product: [C:23]([O:22][C:20](=[O:21])[NH:19][C:15]1[CH:16]=[CH:17][CH:18]=[C:13]([C:3]2[C:4]([C:7]3[CH:8]=[CH:9][CH:10]=[CH:11][CH:12]=3)=[N:5][O:6][C:2]=2[CH3:1])[CH:14]=1)([CH3:26])([CH3:25])[CH3:24]. The catalyst class is: 12. (9) Reactant: [N:1]1([C:8]2[CH:13]=[CH:12][C:11]([C:14]3[CH:19]=[CH:18][C:17]([O:20][CH2:21][CH2:22][O:23][CH2:24][CH2:25][CH2:26][CH3:27])=[CH:16][CH:15]=3)=[CH:10][C:9]=2/[CH:28]=[C:29](\[CH2:35][CH3:36])/[C:30]([O:32]CC)=[O:31])[CH2:7][CH2:6][CH2:5][CH2:4][CH2:3][CH2:2]1.[OH-].[Na+].Cl. Product: [N:1]1([C:8]2[CH:13]=[CH:12][C:11]([C:14]3[CH:19]=[CH:18][C:17]([O:20][CH2:21][CH2:22][O:23][CH2:24][CH2:25][CH2:26][CH3:27])=[CH:16][CH:15]=3)=[CH:10][C:9]=2/[CH:28]=[C:29](\[CH2:35][CH3:36])/[C:30]([OH:32])=[O:31])[CH2:2][CH2:3][CH2:4][CH2:5][CH2:6][CH2:7]1. The catalyst class is: 219. (10) Product: [C:1]([O:5][C:6](=[O:41])[CH2:7][O:8][C:9]1[C:14]2[CH2:15][CH2:16][CH2:17][CH2:18][CH:19]([N:20]([S:21]([C:24]3[CH:25]=[CH:26][C:27]([C:30]4[CH:35]=[C:34]([CH3:36])[CH:33]=[C:32]([C:37]([CH3:40])([CH3:39])[CH3:38])[CH:31]=4)=[CH:28][CH:29]=3)(=[O:23])=[O:22])[CH3:44])[C:13]=2[CH:12]=[CH:11][CH:10]=1)([CH3:4])([CH3:3])[CH3:2]. Reactant: [C:1]([O:5][C:6](=[O:41])[CH2:7][O:8][C:9]1[C:14]2[CH2:15][CH2:16][CH2:17][CH2:18][CH:19]([NH:20][S:21]([C:24]3[CH:29]=[CH:28][C:27]([C:30]4[CH:35]=[C:34]([CH3:36])[CH:33]=[C:32]([C:37]([CH3:40])([CH3:39])[CH3:38])[CH:31]=4)=[CH:26][CH:25]=3)(=[O:23])=[O:22])[C:13]=2[CH:12]=[CH:11][CH:10]=1)([CH3:4])([CH3:3])[CH3:2].CI.[C:44]([O-])([O-])=O.[K+].[K+]. The catalyst class is: 3.